This data is from Full USPTO retrosynthesis dataset with 1.9M reactions from patents (1976-2016). The task is: Predict the reactants needed to synthesize the given product. (1) Given the product [CH3:20][O:21][C:22]([C@H:24]1[CH2:29][CH2:28][C@H:27]([CH2:30][NH:31][C:8]2[CH:13]=[C:12]([O:14][CH3:15])[CH:11]=[CH:10][C:9]=2[N+:16]([O-:18])=[O:17])[CH2:26][CH2:25]1)=[O:23], predict the reactants needed to synthesize it. The reactants are: C([O-])([O-])=O.[K+].[K+].F[C:8]1[CH:13]=[C:12]([O:14][CH3:15])[CH:11]=[CH:10][C:9]=1[N+:16]([O-:18])=[O:17].Cl.[CH3:20][O:21][C:22]([C@H:24]1[CH2:29][CH2:28][C@H:27]([CH2:30][NH2:31])[CH2:26][CH2:25]1)=[O:23]. (2) Given the product [NH2:8][CH:9]([C:23]1[CH:28]=[CH:27][CH:26]=[C:25]([C:29]([F:32])([F:30])[F:31])[CH:24]=1)[CH2:10][NH:11][S:12](=[O:13])(=[O:14])[NH2:15], predict the reactants needed to synthesize it. The reactants are: C(OC([NH:8][CH:9]([C:23]1[CH:28]=[CH:27][CH:26]=[C:25]([C:29]([F:32])([F:31])[F:30])[CH:24]=1)[CH2:10][NH:11][S:12]([NH:15]C(=O)OC(C)(C)C)(=[O:14])=[O:13])=O)(C)(C)C.Cl.C(=O)([O-])O.[Na+].